This data is from Reaction yield outcomes from USPTO patents with 853,638 reactions. The task is: Predict the reaction yield, written as a fraction of the theoretical maximum amount of product (1.0 means a 100% yield; for example, 0.34 means a 34% yield). (1) The reactants are [F:1][CH2:2][CH2:3][NH:4][CH:5]1[CH2:10][CH2:9][CH:8]([NH:11][C:12]2[C:23]3[C:22]4[CH2:21][CH2:20][CH2:19][C:18]=4[S:17][C:16]=3[N:15]=[CH:14][N:13]=2)[CH2:7][CH2:6]1.C=O.[BH-](OC(C)=O)(OC(C)=O)O[C:28](C)=O.[Na+]. The catalyst is CO. The product is [F:1][CH2:2][CH2:3][N:4]([CH3:28])[CH:5]1[CH2:10][CH2:9][CH:8]([NH:11][C:12]2[C:23]3[C:22]4[CH2:21][CH2:20][CH2:19][C:18]=4[S:17][C:16]=3[N:15]=[CH:14][N:13]=2)[CH2:7][CH2:6]1. The yield is 0.460. (2) The reactants are [CH2:1]([O:3][C:4]1[C:5](I)=[N:6][CH:7]=[CH:8][CH:9]=1)[CH3:2].Br[C:12]([F:19])([F:18])[C:13]([O:15][CH2:16][CH3:17])=[O:14].[Cl-].[NH4+]. The catalyst is CS(C)=O.[Cu]. The product is [CH2:1]([O:3][C:4]1[C:5]([C:12]([F:19])([F:18])[C:13]([O:15][CH2:16][CH3:17])=[O:14])=[N:6][CH:7]=[CH:8][CH:9]=1)[CH3:2]. The yield is 0.810. (3) The reactants are [N+:1]([C:4]1[C:9](=O)[NH:8][CH:7]=[C:6]([C:11]2[C:16]([C:17]([F:20])([F:19])[F:18])=[CH:15][CH:14]=[CH:13][N:12]=2)[CH:5]=1)([O-:3])=[O:2].S(Cl)([Cl:23])=O. The catalyst is CN(C=O)C. The product is [Cl:23][C:9]1[N:8]=[CH:7][C:6]([C:11]2[C:16]([C:17]([F:20])([F:19])[F:18])=[CH:15][CH:14]=[CH:13][N:12]=2)=[CH:5][C:4]=1[N+:1]([O-:3])=[O:2]. The yield is 0.930.